From a dataset of Full USPTO retrosynthesis dataset with 1.9M reactions from patents (1976-2016). Predict the reactants needed to synthesize the given product. (1) The reactants are: C1(S([N:10]2[C:14]3[N:15]=[CH:16][N:17]=[C:18]([C:19]4[CH:20]=[CH:21][C:22]([O:27][CH:28]5[CH2:33][CH2:32][O:31][CH2:30][CH2:29]5)=[C:23]([CH:26]=4)[C:24]#[N:25])[C:13]=3[CH:12]=[C:11]2[C:34]2[CH:39]=[CH:38][C:37]([N:40]3[CH2:45][CH2:44][NH:43][CH2:42][CH2:41]3)=[CH:36][CH:35]=2)(=O)=O)C=CC=CC=1.[C:46](O)(=[O:49])[CH2:47][OH:48]. Given the product [OH:49][CH2:46][C:47]([N:43]1[CH2:44][CH2:45][N:40]([C:37]2[CH:36]=[CH:35][C:34]([C:11]3[NH:10][C:14]4[N:15]=[CH:16][N:17]=[C:18]([C:19]5[CH:20]=[CH:21][C:22]([O:27][CH:28]6[CH2:33][CH2:32][O:31][CH2:30][CH2:29]6)=[C:23]([CH:26]=5)[C:24]#[N:25])[C:13]=4[CH:12]=3)=[CH:39][CH:38]=2)[CH2:41][CH2:42]1)=[O:48], predict the reactants needed to synthesize it. (2) Given the product [Ag:13].[C:1]([O-:12])(=[O:11])[CH2:2][CH2:3][CH2:4][CH2:5][CH2:6][CH2:7][CH2:8][CH2:9][CH3:10].[Ag+:13], predict the reactants needed to synthesize it. The reactants are: [C:1]([O-:12])(=[O:11])[CH2:2][CH2:3][CH2:4][CH2:5][CH2:6][CH2:7][CH2:8][CH2:9][CH3:10].[Ag+:13].